This data is from NCI-60 drug combinations with 297,098 pairs across 59 cell lines. The task is: Regression. Given two drug SMILES strings and cell line genomic features, predict the synergy score measuring deviation from expected non-interaction effect. (1) Drug 1: C1=NC2=C(N1)C(=S)N=CN2. Drug 2: CCC1(C2=C(COC1=O)C(=O)N3CC4=CC5=C(C=CC(=C5CN(C)C)O)N=C4C3=C2)O.Cl. Cell line: OVCAR3. Synergy scores: CSS=51.2, Synergy_ZIP=-9.20, Synergy_Bliss=-6.78, Synergy_Loewe=-1.39, Synergy_HSA=0.541. (2) Drug 1: COC1=CC(=CC(=C1O)OC)C2C3C(COC3=O)C(C4=CC5=C(C=C24)OCO5)OC6C(C(C7C(O6)COC(O7)C8=CC=CS8)O)O. Drug 2: CC12CCC3C(C1CCC2O)C(CC4=C3C=CC(=C4)O)CCCCCCCCCS(=O)CCCC(C(F)(F)F)(F)F. Cell line: SN12C. Synergy scores: CSS=38.8, Synergy_ZIP=-7.63, Synergy_Bliss=-0.988, Synergy_Loewe=-3.46, Synergy_HSA=0.642. (3) Drug 1: CC12CCC(CC1=CCC3C2CCC4(C3CC=C4C5=CN=CC=C5)C)O. Drug 2: C1CCC(C1)C(CC#N)N2C=C(C=N2)C3=C4C=CNC4=NC=N3. Cell line: TK-10. Synergy scores: CSS=18.4, Synergy_ZIP=-0.277, Synergy_Bliss=7.07, Synergy_Loewe=5.26, Synergy_HSA=6.15. (4) Drug 1: CN(C)C1=NC(=NC(=N1)N(C)C)N(C)C. Drug 2: CC1CCC2CC(C(=CC=CC=CC(CC(C(=O)C(C(C(=CC(C(=O)CC(OC(=O)C3CCCCN3C(=O)C(=O)C1(O2)O)C(C)CC4CCC(C(C4)OC)OCCO)C)C)O)OC)C)C)C)OC. Cell line: HS 578T. Synergy scores: CSS=22.3, Synergy_ZIP=5.62, Synergy_Bliss=6.55, Synergy_Loewe=-12.1, Synergy_HSA=0.737. (5) Drug 1: CCC1(CC2CC(C3=C(CCN(C2)C1)C4=CC=CC=C4N3)(C5=C(C=C6C(=C5)C78CCN9C7C(C=CC9)(C(C(C8N6C=O)(C(=O)OC)O)OC(=O)C)CC)OC)C(=O)OC)O.OS(=O)(=O)O. Drug 2: CCCCCOC(=O)NC1=NC(=O)N(C=C1F)C2C(C(C(O2)C)O)O. Cell line: K-562. Synergy scores: CSS=41.9, Synergy_ZIP=1.77, Synergy_Bliss=3.07, Synergy_Loewe=-52.1, Synergy_HSA=4.80. (6) Drug 1: CN(C)N=NC1=C(NC=N1)C(=O)N. Drug 2: C#CCC(CC1=CN=C2C(=N1)C(=NC(=N2)N)N)C3=CC=C(C=C3)C(=O)NC(CCC(=O)O)C(=O)O. Cell line: NCIH23. Synergy scores: CSS=-4.38, Synergy_ZIP=-0.0207, Synergy_Bliss=-4.94, Synergy_Loewe=-7.06, Synergy_HSA=-6.84. (7) Drug 1: C1C(C(OC1N2C=NC3=C(N=C(N=C32)Cl)N)CO)O. Drug 2: CC=C1C(=O)NC(C(=O)OC2CC(=O)NC(C(=O)NC(CSSCCC=C2)C(=O)N1)C(C)C)C(C)C. Cell line: RXF 393. Synergy scores: CSS=39.7, Synergy_ZIP=-5.90, Synergy_Bliss=0.686, Synergy_Loewe=1.94, Synergy_HSA=3.02. (8) Cell line: PC-3. Drug 1: CC1C(C(CC(O1)OC2CC(OC(C2O)C)OC3=CC4=CC5=C(C(=O)C(C(C5)C(C(=O)C(C(C)O)O)OC)OC6CC(C(C(O6)C)O)OC7CC(C(C(O7)C)O)OC8CC(C(C(O8)C)O)(C)O)C(=C4C(=C3C)O)O)O)O. Drug 2: C(=O)(N)NO. Synergy scores: CSS=38.1, Synergy_ZIP=2.81, Synergy_Bliss=4.56, Synergy_Loewe=-32.9, Synergy_HSA=0.453. (9) Drug 1: C1CCC(CC1)NC(=O)N(CCCl)N=O. Drug 2: CC12CCC3C(C1CCC2O)C(CC4=C3C=CC(=C4)O)CCCCCCCCCS(=O)CCCC(C(F)(F)F)(F)F. Cell line: HCC-2998. Synergy scores: CSS=8.37, Synergy_ZIP=-0.204, Synergy_Bliss=2.03, Synergy_Loewe=-2.21, Synergy_HSA=-1.52. (10) Drug 1: C1=C(C(=O)NC(=O)N1)F. Drug 2: C(=O)(N)NO. Cell line: SK-MEL-5. Synergy scores: CSS=36.2, Synergy_ZIP=-4.61, Synergy_Bliss=-10.5, Synergy_Loewe=-29.5, Synergy_HSA=-12.7.